This data is from Peptide-MHC class II binding affinity with 134,281 pairs from IEDB. The task is: Regression. Given a peptide amino acid sequence and an MHC pseudo amino acid sequence, predict their binding affinity value. This is MHC class II binding data. The peptide sequence is SQIPISINYRTEIDK. The MHC is DRB5_0101 with pseudo-sequence DRB5_0101. The binding affinity (normalized) is 0.223.